This data is from Catalyst prediction with 721,799 reactions and 888 catalyst types from USPTO. The task is: Predict which catalyst facilitates the given reaction. (1) Reactant: [CH:1](NC(C)C)(C)C.C(=O)=O.CC(C)=O.[CH2:15]([C@H:17]([NH:21][C:22](=[O:28])OC(C)(C)C)[C:18](=[O:20])[CH3:19])[CH3:16].[Cl-].[NH4+]. Product: [CH2:15]([C@@H:17]1[NH:21][C:22](=[O:28])[CH2:1][C@@:18]1([OH:20])[CH3:19])[CH3:16]. The catalyst class is: 54. (2) Reactant: [N+:1]([O-:4])(O)=[O:2].[CH2:5]([S:7]([C:10]1[CH:15]=[CH:14][C:13]([OH:16])=[CH:12][CH:11]=1)(=[O:9])=[O:8])[CH3:6]. Product: [CH2:5]([S:7]([C:10]1[CH:15]=[CH:14][C:13]([OH:16])=[C:12]([N+:1]([O-:4])=[O:2])[CH:11]=1)(=[O:9])=[O:8])[CH3:6]. The catalyst class is: 15. (3) Reactant: Cl[CH2:2][CH2:3][N:4]1[CH2:9][CH2:8][O:7][CH2:6][CH2:5]1.C(=O)([O-])[O-].[Cs+].[Cs+].[Cl:16][C:17]1[CH:26]=[C:25]([NH:27][S:28]([CH3:31])(=[O:30])=[O:29])[CH:24]=[CH:23][C:18]=1[C:19]([O:21][CH3:22])=[O:20]. Product: [Cl:16][C:17]1[CH:26]=[C:25]([N:27]([CH2:2][CH2:3][N:4]2[CH2:9][CH2:8][O:7][CH2:6][CH2:5]2)[S:28]([CH3:31])(=[O:30])=[O:29])[CH:24]=[CH:23][C:18]=1[C:19]([O:21][CH3:22])=[O:20]. The catalyst class is: 3. (4) Reactant: C1C=C(Cl)C=C(C(OO)=O)C=1.O=C1C2C(=CC=CC=2)C(=O)[N:14]1[O:23][CH2:24][C:25]1[N:26]([CH2:38][CH2:39][CH2:40][NH:41][C:42](=[O:48])[O:43][C:44]([CH3:47])([CH3:46])[CH3:45])[C:27]2[C:36]3[N:35]=[CH:34][CH:33]=[CH:32][C:31]=3[N:30]=[CH:29][C:28]=2[N:37]=1.[OH-].[NH4+:50].C1(C)C=CC(S(Cl)(=O)=O)=CC=1. Product: [NH2:50][C:29]1[C:28]2[N:37]=[C:25]([CH2:24][O:23][NH2:14])[N:26]([CH2:38][CH2:39][CH2:40][NH:41][C:42](=[O:48])[O:43][C:44]([CH3:45])([CH3:47])[CH3:46])[C:27]=2[C:36]2[N:35]=[CH:34][CH:33]=[CH:32][C:31]=2[N:30]=1. The catalyst class is: 22. (5) Reactant: [H-].[Na+].[N:3]1[N:4]=[CH:5][N:6]([NH:8][C:9]2[CH:16]=[CH:15][C:12]([C:13]#[N:14])=[CH:11][CH:10]=2)[CH:7]=1.[Br:17][CH2:18][CH2:19][CH2:20][CH2:21][CH2:22][CH2:23][CH2:24][CH2:25][CH2:26][CH2:27]Br.C(OCC)(=O)C. Product: [Br:17][CH2:18][CH2:19][CH2:20][CH2:21][CH2:22][CH2:23][CH2:24][CH2:25][CH2:26][CH2:27][N:8]([N:6]1[CH:5]=[N:4][N:3]=[CH:7]1)[C:9]1[CH:10]=[CH:11][C:12]([C:13]#[N:14])=[CH:15][CH:16]=1. The catalyst class is: 16. (6) Reactant: [C:1]([NH:8][CH2:9][CH2:10]Br)([O:3]C(C)(C)C)=[O:2].[CH2:12]([C:14]1[CH:19]=[C:18]([C:20]2[N:24]=[C:23]([C:25]3[CH:30]=[C:29]([CH3:31])[CH:28]=[C:27]([CH2:32][N:33]([CH2:35][CH3:36])[CH3:34])[CH:26]=3)[O:22][N:21]=2)[CH:17]=[C:16]([CH3:37])[C:15]=1[OH:38])C.C([O-])([O-])=O.[K+].[K+]. Product: [CH2:35]([N:33]([CH2:32][C:27]1[CH:26]=[C:25]([C:23]2[O:22][N:21]=[C:20]([C:18]3[CH:17]=[C:16]([CH3:37])[C:15]([O:38][CH2:10][CH2:9][NH2:8])=[C:14]([CH3:12])[CH:19]=3)[N:24]=2)[CH:30]=[C:29]([CH3:31])[CH:28]=1)[CH3:34])[CH3:36].[CH:1]([O-:3])=[O:2]. The catalyst class is: 10.